From a dataset of Forward reaction prediction with 1.9M reactions from USPTO patents (1976-2016). Predict the product of the given reaction. (1) Given the reactants [CH3:1][C:2]([OH:19])([CH3:18])[CH2:3][N:4]1[CH:8]=[C:7](B2OC(C)(C)C(C)(C)O2)[CH:6]=[N:5]1.Cl[C:21]1[C:29]2[C:24](=[CH:25][N:26]=[C:27]([C:30]3[CH:31]=[N:32][N:33]([CH3:35])[CH:34]=3)[CH:28]=2)[N:23](C2CCCCO2)[N:22]=1, predict the reaction product. The product is: [CH3:18][C:2]([OH:19])([CH3:1])[CH2:3][N:4]1[CH:8]=[C:7]([C:21]2[C:29]3[C:24](=[CH:25][N:26]=[C:27]([C:30]4[CH:31]=[N:32][N:33]([CH3:35])[CH:34]=4)[CH:28]=3)[NH:23][N:22]=2)[CH:6]=[N:5]1. (2) Given the reactants CC(OC(/N=N/C(OC(C)C)=O)=O)C.[CH2:15]([C@H:22]1[C@@H:26]([C@H:27]2[CH2:31][C@H:30]([OH:32])[CH2:29][N:28]2[C:33]([O:35][C:36]([CH3:39])([CH3:38])[CH3:37])=[O:34])[O:25][C:24](=[O:40])[NH:23]1)[C:16]1[CH:21]=[CH:20][CH:19]=[CH:18][CH:17]=1.[C:41]1(O)[CH:46]=[CH:45][CH:44]=[CH:43][CH:42]=1, predict the reaction product. The product is: [CH2:15]([C@H:22]1[C@@H:26]([C@H:27]2[CH2:31][C@@H:30]([O:32][C:41]3[CH:46]=[CH:45][CH:44]=[CH:43][CH:42]=3)[CH2:29][N:28]2[C:33]([O:35][C:36]([CH3:37])([CH3:39])[CH3:38])=[O:34])[O:25][C:24](=[O:40])[NH:23]1)[C:16]1[CH:21]=[CH:20][CH:19]=[CH:18][CH:17]=1. (3) The product is: [CH2:15]([N:22]([C@H:30]1[CH2:31][CH2:32][C@H:33]([NH:1][C:2]2[CH:11]=[CH:10][CH:9]=[C:8]3[C:3]=2[C:4]([CH:13]=[CH2:14])=[CH:5][N:6]=[C:7]3[Cl:12])[CH2:34][CH2:35]1)[C:23](=[O:29])[O:24][C:25]([CH3:28])([CH3:27])[CH3:26])[C:16]1[CH:21]=[CH:20][CH:19]=[CH:18][CH:17]=1. Given the reactants [NH2:1][C:2]1[CH:11]=[CH:10][CH:9]=[C:8]2[C:3]=1[C:4]([CH:13]=[CH2:14])=[CH:5][N:6]=[C:7]2[Cl:12].[CH2:15]([N:22]([CH:30]1[CH2:35][CH2:34][C:33](=O)[CH2:32][CH2:31]1)[C:23](=[O:29])[O:24][C:25]([CH3:28])([CH3:27])[CH3:26])[C:16]1[CH:21]=[CH:20][CH:19]=[CH:18][CH:17]=1.[BH4-].[Na+].C(=O)([O-])O.[Na+], predict the reaction product.